Dataset: Forward reaction prediction with 1.9M reactions from USPTO patents (1976-2016). Task: Predict the product of the given reaction. Given the reactants [NH2:1][NH2:2].[I:3][C:4]1[C:5](/[N:15]=C(\OC)/C)=[N:6][CH:7]=[C:8]([CH:14]=1)[C:9]([O:11][CH2:12]C)=O.Cl.C([OH:23])C, predict the reaction product. The product is: [NH2:15][C:5]1[N:6]=[CH:7][C:8]([C:9]2[O:11][C:12](=[O:23])[NH:2][N:1]=2)=[CH:14][C:4]=1[I:3].